The task is: Predict the reactants needed to synthesize the given product.. This data is from Full USPTO retrosynthesis dataset with 1.9M reactions from patents (1976-2016). (1) Given the product [CH3:17][O:16][C:10]1[CH:9]=[C:8]([CH:13]=[CH:12][C:11]=1[O:14][CH3:15])[C:6]([C:5]1[CH:18]=[CH:19][CH:20]=[CH:3][CH:4]=1)=[O:7], predict the reactants needed to synthesize it. The reactants are: CO[C:3]1[CH:4]=[C:5]([CH:18]=[CH:19][C:20]=1OC)[C:6]([C:8]1[CH:13]=[CH:12][C:11]([O:14][CH3:15])=[C:10]([O:16][CH3:17])[CH:9]=1)=[O:7].C1(OC)C(=CC=CC=1)OC.[Cl-].[Al+3].[Cl-].[Cl-].C(Cl)(=O)C1C=CC=CC=1. (2) The reactants are: Cl.ClC1C=C2C(=CC=1)[NH:8]C=C2CCN.[C:15]1([C:24]2[CH:29]=[CH:28][CH:27]=[CH:26][CH:25]=2)[C:16]([C:21](O)=[O:22])=[CH:17][CH:18]=[CH:19][CH:20]=1.CN(C(ON1N=NC2C=CC=NC1=2)=[N+](C)C)C.F[P-](F)(F)(F)(F)F.C(N(CC)C(C)C)(C)C. Given the product [C:15]1([C:24]2[CH:29]=[CH:28][CH:27]=[CH:26][CH:25]=2)[C:16]([C:21]([NH2:8])=[O:22])=[CH:17][CH:18]=[CH:19][CH:20]=1, predict the reactants needed to synthesize it. (3) Given the product [CH:8]1([NH:7][CH:1]2[CH2:2][CH2:3][CH2:4][CH2:5][CH2:6]2)[CH2:9][CH2:10][CH2:11][CH2:12][CH2:13]1.[C:14]([CH2:17][C:18]1([CH3:45])[CH2:23][CH2:22][C:21]2[C:24]([CH3:44])=[C:25]([S:32]([NH:35][C:36](=[NH:43])[C:37]3[CH:42]=[CH:41][CH:40]=[CH:39][CH:38]=3)(=[O:33])=[O:34])[C:26]3[CH2:27][CH2:28][CH2:29][CH2:30][C:31]=3[C:20]=2[O:19]1)([OH:16])=[O:15], predict the reactants needed to synthesize it. The reactants are: [CH:1]1([NH:7][CH:8]2[CH2:13][CH2:12][CH2:11][CH2:10][CH2:9]2)[CH2:6][CH2:5][CH2:4][CH2:3][CH2:2]1.[C:14]([CH2:17][C:18]1([CH3:45])[CH2:23][CH2:22][C:21]2[C:24]([CH3:44])=[C:25]([S:32]([NH:35][C:36](=[NH:43])[C:37]3[CH:42]=[CH:41][CH:40]=[CH:39][CH:38]=3)(=[O:34])=[O:33])[C:26]3[CH2:27][CH2:28][CH2:29][CH2:30][C:31]=3[C:20]=2[O:19]1)([OH:16])=[O:15]. (4) Given the product [CH3:8][CH:7]([CH3:9])[CH2:6][CH:5]([C:10]1[CH:11]=[C:12]([C:28]2[CH:29]=[CH:30][C:31]([C:34]([F:35])([F:36])[F:37])=[CH:32][CH:33]=2)[CH:13]=[C:14]([CH:16]2[CH2:17][CH2:18][N:19]([CH2:22][CH2:23][CH2:24][CH:25]([CH3:26])[CH3:27])[CH2:20][CH2:21]2)[CH:15]=1)[C:4]([OH:38])=[O:3], predict the reactants needed to synthesize it. The reactants are: C([O:3][C:4](=[O:38])[CH:5]([C:10]1[CH:11]=[C:12]([C:28]2[CH:33]=[CH:32][C:31]([C:34]([F:37])([F:36])[F:35])=[CH:30][CH:29]=2)[CH:13]=[C:14]([CH:16]2[CH2:21][CH2:20][N:19]([CH2:22][CH2:23][CH2:24][CH:25]([CH3:27])[CH3:26])[CH2:18][CH2:17]2)[CH:15]=1)[CH2:6][CH:7]([CH3:9])[CH3:8])C.[OH-].[Na+].